Dataset: Catalyst prediction with 721,799 reactions and 888 catalyst types from USPTO. Task: Predict which catalyst facilitates the given reaction. (1) Reactant: [C:1]([O:5][C:6](=[O:28])[NH:7][CH2:8][C:9]1[CH:14]=[C:13]([O:15][C:16]2[CH:24]=[CH:23][C:19]3[O:20][CH2:21][O:22][C:18]=3[CH:17]=2)[CH:12]=[CH:11][C:10]=1[N+:25]([O-])=O)([CH3:4])([CH3:3])[CH3:2].[Cl-].[NH4+].C(O)C. Product: [C:1]([O:5][C:6](=[O:28])[NH:7][CH2:8][C:9]1[CH:14]=[C:13]([O:15][C:16]2[CH:24]=[CH:23][C:19]3[O:20][CH2:21][O:22][C:18]=3[CH:17]=2)[CH:12]=[CH:11][C:10]=1[NH2:25])([CH3:4])([CH3:2])[CH3:3]. The catalyst class is: 150. (2) The catalyst class is: 5. Reactant: [Cl:1][C:2]1[C:11]([O:12][CH:13]([CH3:15])[CH3:14])=[CH:10][C:9]([Cl:16])=[CH:8][C:3]=1[C:4]([O:6]C)=[O:5].[OH-].[Na+]. Product: [Cl:1][C:2]1[C:11]([O:12][CH:13]([CH3:14])[CH3:15])=[CH:10][C:9]([Cl:16])=[CH:8][C:3]=1[C:4]([OH:6])=[O:5]. (3) Reactant: [C:1]([O:4][CH2:5][CH:6]([O:25][C:26](=[O:28])[CH3:27])[C:7](=[O:24])[NH:8][C:9]1[C:14]([I:15])=[C:13]([C:16](Cl)=[O:17])[C:12]([I:19])=[C:11]([C:20]([Cl:22])=[O:21])[C:10]=1[I:23])(=[O:3])[CH3:2].[CH3:29][C:30]1([CH3:37])[O:34][CH:33]([CH2:35][NH2:36])[CH2:32][O:31]1. Product: [C:1]([O:4][CH2:5][CH:6]([O:25][C:26](=[O:28])[CH3:27])[C:7](=[O:24])[NH:8][C:9]1[C:14]([I:15])=[C:13]([C:16](=[O:17])[NH:36][CH2:35][CH:33]2[CH2:32][O:31][C:30]([CH3:37])([CH3:29])[O:34]2)[C:12]([I:19])=[C:11]([C:20]([Cl:22])=[O:21])[C:10]=1[I:23])(=[O:3])[CH3:2]. The catalyst class is: 44.